This data is from Forward reaction prediction with 1.9M reactions from USPTO patents (1976-2016). The task is: Predict the product of the given reaction. The product is: [Br:1][C:2]1[CH:3]=[C:4]2[C:5](=[CH:10][CH:11]=1)[C:6](=[O:8])[N:24]([CH2:23][CH2:21][OH:22])[CH2:12]2. Given the reactants [Br:1][C:2]1[CH:11]=[CH:10][C:5]([C:6]([O:8]C)=O)=[C:4]([CH3:12])[CH:3]=1.BrN1C(=O)CCC1=O.[CH2:21]([CH2:23][NH2:24])[OH:22], predict the reaction product.